The task is: Predict which catalyst facilitates the given reaction.. This data is from Catalyst prediction with 721,799 reactions and 888 catalyst types from USPTO. (1) Reactant: [Cl:1][C:2]1[CH:3]=[N+:4]([O-])[CH:5]=[CH:6][CH:7]=1.[CH3:9][N:10](C)C(Cl)=O.C[Si](C#N)(C)C. Product: [Cl:1][C:2]1[C:3]([C:9]#[N:10])=[N:4][CH:5]=[CH:6][CH:7]=1. The catalyst class is: 2. (2) Reactant: [CH2:1](Br)[C:2]1[CH:7]=[CH:6][CH:5]=[CH:4][CH:3]=1.C(N(C(C)C)C(C)C)C.C1(P(C2C=CC=CC=2)C2C=CC=CC=2)C=CC=CC=1.C[O:38][C:39](=[O:47])[CH2:40]C1C=CC=CC=1.COCC1C=CC=CC=1. The catalyst class is: 5. Product: [C:39]([O:47][C:3]1[CH:4]=[CH:5][CH:6]=[CH:7][C:2]=1[CH3:1])(=[O:38])[CH3:40]. (3) Reactant: [C:1]([CH2:3][C:4]1[CH:5]=[C:6]([CH:11]=[C:12]([CH2:14][C:15]#[N:16])[CH:13]=1)[C:7]([O:9]C)=[O:8])#[N:2].O[Li].O. Product: [C:15]([CH2:14][C:12]1[CH:11]=[C:6]([CH:5]=[C:4]([CH2:3][C:1]#[N:2])[CH:13]=1)[C:7]([OH:9])=[O:8])#[N:16]. The catalyst class is: 20. (4) Reactant: [CH3:1][O:2][C:3]([C:5]1[CH:24]=[CH:23][C:8]([CH:9]=[C:10]2[CH2:15][CH2:14][N:13]([C:16]([O:18][C:19]([CH3:22])([CH3:21])[CH3:20])=[O:17])[CH2:12][CH2:11]2)=[CH:7][CH:6]=1)=[O:4]. Product: [CH3:1][O:2][C:3]([C:5]1[CH:6]=[CH:7][C:8]([CH2:9][CH:10]2[CH2:11][CH2:12][N:13]([C:16]([O:18][C:19]([CH3:20])([CH3:21])[CH3:22])=[O:17])[CH2:14][CH2:15]2)=[CH:23][CH:24]=1)=[O:4]. The catalyst class is: 129. (5) Reactant: [Cl:1][C:2]1[CH:3]=[CH:4][C:5]([N+:10]([O-:12])=[O:11])=[C:6]([CH:9]=1)[CH2:7]Br.[CH3:13][O-:14].[Na+]. Product: [N+:10]([C:5]1[CH:4]=[CH:3][C:2]([Cl:1])=[CH:9][C:6]=1[CH2:7][O:14][CH3:13])([O-:12])=[O:11]. The catalyst class is: 5. (6) Reactant: [Cl:1][C:2]1[CH:3]=[C:4]([CH:16]=[CH:17][CH:18]=1)[O:5][CH2:6][C:7]([NH:9][CH:10]1[CH2:15][CH2:14][NH:13][CH2:12][CH2:11]1)=[O:8].[F:19][C:20]([F:38])([F:37])[S:21]([C:24]1[CH:29]=[CH:28][C:27]([N:30]2[CH:34]=[CH:33][C:32]([CH:35]=O)=[CH:31]2)=[CH:26][CH:25]=1)(=[O:23])=[O:22]. Product: [Cl:1][C:2]1[CH:3]=[C:4]([CH:16]=[CH:17][CH:18]=1)[O:5][CH2:6][C:7]([NH:9][CH:10]1[CH2:15][CH2:14][N:13]([CH2:35][C:32]2[CH:33]=[CH:34][N:30]([C:27]3[CH:28]=[CH:29][C:24]([S:21]([C:20]([F:38])([F:19])[F:37])(=[O:23])=[O:22])=[CH:25][CH:26]=3)[CH:31]=2)[CH2:12][CH2:11]1)=[O:8]. The catalyst class is: 2. (7) Reactant: C[O:2][C:3]1[CH:4]=[C:5]([CH2:10][CH2:11][NH:12][CH2:13][C:14]2[CH:32]=[CH:31][CH:30]=[CH:29][C:15]=2[C:16]([NH:18][CH2:19][CH2:20][CH2:21][CH2:22][C:23]2[CH:28]=[CH:27][CH:26]=[CH:25][CH:24]=2)=[O:17])[CH:6]=[CH:7][C:8]=1[CH3:9].B(Br)(Br)Br.CO. Product: [OH:2][C:3]1[CH:4]=[C:5]([CH2:10][CH2:11][NH:12][CH2:13][C:14]2[CH:32]=[CH:31][CH:30]=[CH:29][C:15]=2[C:16]([NH:18][CH2:19][CH2:20][CH2:21][CH2:22][C:23]2[CH:28]=[CH:27][CH:26]=[CH:25][CH:24]=2)=[O:17])[CH:6]=[CH:7][C:8]=1[CH3:9]. The catalyst class is: 4.